From a dataset of Catalyst prediction with 721,799 reactions and 888 catalyst types from USPTO. Predict which catalyst facilitates the given reaction. Reactant: [NH2:1][C:2]1[CH:7]=[CH:6][CH:5]=[CH:4][C:3]=1[S:8]([NH:11][C:12]1[CH:17]=[CH:16][CH:15]=[C:14]([S:18][C:19]([F:22])([F:21])[F:20])[CH:13]=1)(=[O:10])=[O:9].[C:23](N1C=CN=C1)(N1C=CN=C1)=[O:24].C(N(CC)CC)C. Product: [F:20][C:19]([S:18][C:14]1[CH:13]=[C:12]([N:11]2[C:23](=[O:24])[NH:1][C:2]3[CH:7]=[CH:6][CH:5]=[CH:4][C:3]=3[S:8]2(=[O:10])=[O:9])[CH:17]=[CH:16][CH:15]=1)([F:22])[F:21]. The catalyst class is: 3.